Dataset: CYP2D6 inhibition data for predicting drug metabolism from PubChem BioAssay. Task: Regression/Classification. Given a drug SMILES string, predict its absorption, distribution, metabolism, or excretion properties. Task type varies by dataset: regression for continuous measurements (e.g., permeability, clearance, half-life) or binary classification for categorical outcomes (e.g., BBB penetration, CYP inhibition). Dataset: cyp2d6_veith. (1) The molecule is CCCCC#Cc1nc(N)c2ncn([C@@H]3O[C@@H](C(=O)NCC)[C@H](O)[C@@H]3O)c2n1. The result is 0 (non-inhibitor). (2) The molecule is Cc1nc2cnc(N3CCN(C)CC3)nc2n(C[C@H]2CCCO2)c1=O. The result is 0 (non-inhibitor). (3) The drug is CN(C)c1ncnc2ccc(-c3cccc(C#N)c3)cc12. The result is 0 (non-inhibitor). (4) The drug is COc1ccc(NC(=O)COC(=O)c2c(-c3ccccc3)noc2C)cc1. The result is 0 (non-inhibitor).